Dataset: Forward reaction prediction with 1.9M reactions from USPTO patents (1976-2016). Task: Predict the product of the given reaction. (1) Given the reactants [NH:1]([C:3]1[N:8]=[C:7]([CH3:9])[C:6]([O:10][C:11]2[CH:16]=[CH:15][N:14]=[C:13]([C:17]3[CH:18]=[N:19][N:20]([CH3:22])[CH:21]=3)[CH:12]=2)=[CH:5][CH:4]=1)[NH2:2].[CH3:23][C:24]([CH3:29])([CH3:28])[C:25](Cl)=[O:26].C(N(CC)CC)C.Cl[C:38](Cl)([O:40]C(=O)OC(Cl)(Cl)Cl)Cl, predict the reaction product. The product is: [C:24]([C:25]1[O:26][C:38](=[O:40])[N:1]([C:3]2[CH:4]=[CH:5][C:6]([O:10][C:11]3[CH:16]=[CH:15][N:14]=[C:13]([C:17]4[CH:18]=[N:19][N:20]([CH3:22])[CH:21]=4)[CH:12]=3)=[C:7]([CH3:9])[N:8]=2)[N:2]=1)([CH3:29])([CH3:28])[CH3:23]. (2) Given the reactants [CH3:1][O:2][C:3]1[CH:12]=[CH:11][C:10]([N:13]2[CH2:18][CH2:17][N:16]([CH3:19])[CH2:15][CH2:14]2)=[C:9]2[C:4]=1[CH2:5][CH2:6][NH:7][CH2:8]2.[C:20]([O:24][C:25]([NH:27][CH2:28][CH2:29][C:30](O)=[O:31])=[O:26])([CH3:23])([CH3:22])[CH3:21].CN(C(ON1N=NC2C=CC=NC1=2)=[N+](C)C)C.F[P-](F)(F)(F)(F)F, predict the reaction product. The product is: [C:20]([O:24][C:25](=[O:26])[NH:27][CH2:28][CH2:29][C:30]([N:7]1[CH2:6][CH2:5][C:4]2[C:9](=[C:10]([N:13]3[CH2:14][CH2:15][N:16]([CH3:19])[CH2:17][CH2:18]3)[CH:11]=[CH:12][C:3]=2[O:2][CH3:1])[CH2:8]1)=[O:31])([CH3:23])([CH3:21])[CH3:22].